From a dataset of Reaction yield outcomes from USPTO patents with 853,638 reactions. Predict the reaction yield, written as a fraction of the theoretical maximum amount of product (1.0 means a 100% yield; for example, 0.34 means a 34% yield). The reactants are Cl[C:2]1(Cl)[C:10]2[C:5](=[CH:6][CH:7]=[C:8]([N+:11]([O-])=O)[CH:9]=2)[N:4]([CH2:14][C:15]([O:17][CH3:18])=[O:16])[C:3]1=[O:19]. The catalyst is C(O)(=O)C.C(OCC)(=O)C.[Zn]. The product is [NH2:11][C:8]1[CH:9]=[C:10]2[C:5](=[CH:6][CH:7]=1)[N:4]([CH2:14][C:15]([O:17][CH3:18])=[O:16])[C:3](=[O:19])[CH2:2]2. The yield is 0.550.